This data is from Peptide-MHC class I binding affinity with 185,985 pairs from IEDB/IMGT. The task is: Regression. Given a peptide amino acid sequence and an MHC pseudo amino acid sequence, predict their binding affinity value. This is MHC class I binding data. The peptide sequence is KLFGFGAQF. The MHC is HLA-B15:01 with pseudo-sequence HLA-B15:01. The binding affinity (normalized) is 0.0847.